Dataset: Clinical trial toxicity outcomes and FDA approval status for drugs. Task: Regression/Classification. Given a drug SMILES string, predict its toxicity properties. Task type varies by dataset: regression for continuous values (e.g., LD50, hERG inhibition percentage) or binary classification for toxic/non-toxic outcomes (e.g., AMES mutagenicity, cardiotoxicity, hepatotoxicity). Dataset: clintox. (1) The compound is CCC[NH2+]CC(O)COc1ccccc1C(=O)CCc1ccccc1. The result is 0 (passed clinical trial). (2) The compound is NC(N)=[NH+]CCN1CCCCCCC1. The result is 0 (passed clinical trial). (3) The drug is CC1(C)[C@H](C(=O)[O-])N2C(=O)C[C@H]2S1(=O)=O. The result is 0 (passed clinical trial). (4) The result is 0 (passed clinical trial). The compound is C[C@]12CC[C@H]3[C@@H](CCC4=CC(=O)C=C[C@@]43C)[C@@H]1CCC(=O)O2. (5) The result is 0 (passed clinical trial). The compound is C=CCC1(C(C)CC)C(=O)NC(=O)NC1=O. (6) The compound is CCC(=O)O[C@H]1CC[C@H]2[C@@H]3CC[C@H]4CC(=O)[C@H](C)C[C@]4(C)[C@H]3CC[C@]12C. The result is 0 (passed clinical trial).